This data is from Reaction yield outcomes from USPTO patents with 853,638 reactions. The task is: Predict the reaction yield, written as a fraction of the theoretical maximum amount of product (1.0 means a 100% yield; for example, 0.34 means a 34% yield). (1) The reactants are C([C:4]1([CH:8]([O:10][CH:11]2[CH2:16][CH2:15][CH:14]([N:17]3[C:22](=[O:23])[C:21]([CH2:24][C:25]4[CH:30]=[CH:29][C:28]([C:31]5[C:32]([C:37]#[N:38])=[CH:33][CH:34]=[CH:35][CH:36]=5)=[CH:27][C:26]=4[F:39])=[C:20]([CH2:40][CH2:41][CH3:42])[N:19]4[N:43]=[CH:44][N:45]=[C:18]34)[CH2:13][CH2:12]2)[CH3:9])[CH2:7][CH2:6][CH2:5]1)(=O)C.OO.FC(F)(F)C(OC(=O)C(F)(F)F)=[O:51].C(=O)([O-])O.[Na+].S([O-])([O-])(=O)=S.[Na+].[Na+]. The catalyst is C(Cl)(Cl)Cl. The product is [F:39][C:26]1[CH:27]=[C:28]([C:31]2[C:32]([C:37]#[N:38])=[CH:33][CH:34]=[CH:35][CH:36]=2)[CH:29]=[CH:30][C:25]=1[CH2:24][C:21]1[C:22](=[O:23])[N:17]([C@H:14]2[CH2:13][CH2:12][C@H:11]([O:10][CH:8]([C:4]3([OH:51])[CH2:7][CH2:6][CH2:5]3)[CH3:9])[CH2:16][CH2:15]2)[C:18]2[N:19]([N:43]=[CH:44][N:45]=2)[C:20]=1[CH2:40][CH2:41][CH3:42]. The yield is 0.120. (2) The reactants are [Cl:1][C:2]1[CH:8]=[C:7]([Cl:9])[CH:6]=[CH:5][C:3]=1[NH2:4].[C:10]1([CH2:16][O:17][C:18]2[CH:19]=[C:20]([CH2:24][C:25](Cl)=[O:26])[CH:21]=[CH:22][CH:23]=2)[CH:15]=[CH:14][CH:13]=[CH:12][CH:11]=1.C(N(CC)CC)C.C(=O)(O)[O-].[Na+]. The catalyst is ClCCl. The product is [Cl:1][C:2]1[CH:8]=[C:7]([Cl:9])[CH:6]=[CH:5][C:3]=1[NH:4][C:25](=[O:26])[CH2:24][C:20]1[CH:21]=[CH:22][CH:23]=[C:18]([O:17][CH2:16][C:10]2[CH:15]=[CH:14][CH:13]=[CH:12][CH:11]=2)[CH:19]=1. The yield is 0.700.